From a dataset of Full USPTO retrosynthesis dataset with 1.9M reactions from patents (1976-2016). Predict the reactants needed to synthesize the given product. (1) The reactants are: C([O:3][C:4]([C:6]1[C:7]([NH:18][CH2:19][C:20]2[CH:25]=[CH:24][CH:23]=[CH:22][CH:21]=2)=[N:8][C:9]2[C:14]([C:15]=1[Cl:16])=[CH:13][C:12]([Br:17])=[CH:11][CH:10]=2)=[O:5])C.[OH-].[Na+].Cl. Given the product [CH2:19]([NH:18][C:7]1[C:6]([C:4]([OH:5])=[O:3])=[C:15]([Cl:16])[C:14]2[C:9](=[CH:10][CH:11]=[C:12]([Br:17])[CH:13]=2)[N:8]=1)[C:20]1[CH:21]=[CH:22][CH:23]=[CH:24][CH:25]=1, predict the reactants needed to synthesize it. (2) The reactants are: [F:1][C:2]1[CH:7]=[C:6]([O:8][CH3:9])[CH:5]=[CH:4][C:3]=1[CH:10]([O:12][C:13](=[O:28])[NH:14][C:15]1[C:16]([CH3:27])=[N:17][O:18][C:19]=1[C:20]1[CH:25]=[CH:24][C:23](Br)=[CH:22][CH:21]=1)[CH3:11].[CH2:29]([O:31][C:32](=[O:49])[CH2:33][C:34]1[CH:39]=[CH:38][C:37](B2OC(C)(C)C(C)(C)O2)=[CH:36][CH:35]=1)[CH3:30]. Given the product [CH2:29]([O:31][C:32](=[O:49])[CH2:33][C:34]1[CH:39]=[CH:38][C:37]([C:23]2[CH:24]=[CH:25][C:20]([C:19]3[O:18][N:17]=[C:16]([CH3:27])[C:15]=3[NH:14][C:13]([O:12][CH:10]([C:3]3[CH:4]=[CH:5][C:6]([O:8][CH3:9])=[CH:7][C:2]=3[F:1])[CH3:11])=[O:28])=[CH:21][CH:22]=2)=[CH:36][CH:35]=1)[CH3:30], predict the reactants needed to synthesize it. (3) Given the product [Br:55][C:52]1[CH:53]=[CH:54][C:49]([C:47]2[CH:46]=[C:45]([C:56]3[CH:61]=[CH:60][CH:59]=[CH:58][N:57]=3)[N:44]=[C:43]([C:41]3[CH:40]=[CH:39][CH:38]=[C:37]([N:67]4[C:68]5[CH:69]=[CH:70][CH:71]=[CH:72][C:73]=5[C:74]5[CH:62]=[N:63][CH:64]=[CH:65][C:66]4=5)[N:42]=3)[CH:48]=2)=[CH:50][CH:51]=1, predict the reactants needed to synthesize it. The reactants are: BrC1C=CC(C=O)=CC=1.C(C1C=CC=CN=1)(=O)C.[I-].BrC1N=C(C(=O)C[N+]2C=CC=CC=2)C=CC=1.Br[C:37]1[N:42]=[C:41]([C:43]2[CH:48]=[C:47]([C:49]3[CH:54]=[CH:53][C:52]([Br:55])=[CH:51][CH:50]=3)[CH:46]=[C:45]([C:56]3[CH:61]=[CH:60][CH:59]=[CH:58][N:57]=3)[N:44]=2)[CH:40]=[CH:39][CH:38]=1.[CH:62]1[C:74]2[C:73]3[CH:72]=[CH:71][CH:70]=[CH:69][C:68]=3[NH:67][C:66]=2[CH:65]=[CH:64][N:63]=1.C(=O)([O-])[O-].[K+].[K+].